Task: Predict the reactants needed to synthesize the given product.. Dataset: Full USPTO retrosynthesis dataset with 1.9M reactions from patents (1976-2016) (1) Given the product [NH2:1][C:2]1[C:9]([C:10]#[CH:11])=[CH:8][C:5]([C:6]#[N:7])=[CH:4][C:3]=1[Br:16], predict the reactants needed to synthesize it. The reactants are: [NH2:1][C:2]1[C:9]([C:10]#[C:11][Si](C)(C)C)=[CH:8][C:5]([C:6]#[N:7])=[CH:4][C:3]=1[Br:16].O1CCCC1.[F-].C([N+](CCCC)(CCCC)CCCC)CCC.C1COCC1. (2) The reactants are: Cl.[C:2]1([CH3:10])[CH:7]=[CH:6][C:5]([NH:8]N)=[CH:4][CH:3]=1.O=[C:12]1[CH2:18][CH:17]2[N:19](C(OCCCC)=O)[CH:14]([CH2:15][CH2:16]2)[CH2:13]1.S(=O)(=O)(O)O. Given the product [CH3:10][C:2]1[CH:7]=[C:6]2[C:5](=[CH:4][CH:3]=1)[NH:8][C:12]1[CH2:13][CH:14]3[NH:19][CH:17]([C:18]2=1)[CH2:16][CH2:15]3, predict the reactants needed to synthesize it. (3) Given the product [C:9]([O:13][C:14]([N:15]1[CH2:16][CH2:17][CH2:18][N:19]([C:2]2[CH:7]=[CH:6][CH:5]=[C:4]([Br:8])[N:3]=2)[CH2:20][CH2:21]1)=[O:23])([CH3:10])([CH3:11])[CH3:12], predict the reactants needed to synthesize it. The reactants are: Br[C:2]1[CH:7]=[CH:6][CH:5]=[C:4]([Br:8])[N:3]=1.[C:9]([O:13][C:14](=[O:23])[NH:15][CH:16]1C[CH2:21][CH2:20][NH:19][CH2:18][CH2:17]1)([CH3:12])([CH3:11])[CH3:10]. (4) Given the product [C:24]([O:25][CH2:16][C:3]1[CH:4]=[C:5]([O:6][CH:7]2[CH2:12][CH2:11][CH2:10][CH2:9][O:8]2)[CH:13]=[C:14]([CH3:15])[C:2]=1[Br:1])(=[O:23])[CH3:29], predict the reactants needed to synthesize it. The reactants are: [Br:1][C:2]1[C:14]([CH3:15])=[CH:13][C:5]([O:6][CH:7]2[CH2:12][CH2:11][CH2:10][CH2:9][O:8]2)=[CH:4][C:3]=1[CH2:16]Br.BrC1C(CBr)=CC([O:23][CH:24]2[CH2:29]CCC[O:25]2)=CC=1CBr.CN(C=O)C.CC([O-])=O.[K+]. (5) Given the product [C:1]1([N:7]2[C:15]3[CH:14]=[CH:13][NH:12][CH2:11][C:10]=3[N:9]=[CH:8]2)[CH:2]=[CH:3][CH:4]=[CH:5][CH:6]=1, predict the reactants needed to synthesize it. The reactants are: [C:1]1([N:7]2[C:15]3[CH:14]=[CH:13][N:12]=[CH:11][C:10]=3[N:9]=[CH:8]2)[CH:6]=[CH:5][CH:4]=[CH:3][CH:2]=1. (6) Given the product [F:1][C:2]1[CH:7]=[CH:6][C:5]([C:8]([C:10]2[N:19]=[C:18]([NH:20][C:21]3[CH:25]=[C:24]([CH3:26])[NH:23][N:22]=3)[C:17]3[C:12](=[CH:13][CH:14]=[CH:15][CH:16]=3)[N:11]=2)=[O:9])=[CH:4][C:3]=1[OH:27], predict the reactants needed to synthesize it. The reactants are: [F:1][C:2]1[CH:7]=[CH:6][C:5]([C:8]([C:10]2[N:19]=[C:18]([NH:20][C:21]3[CH:25]=[C:24]([CH3:26])[NH:23][N:22]=3)[C:17]3[C:12](=[CH:13][CH:14]=[CH:15][CH:16]=3)[N:11]=2)=[O:9])=[CH:4][C:3]=1[O:27]C.B(Br)(Br)Br.C(Cl)Cl.O. (7) Given the product [O:1]=[C:2]1[N-:6][C:5](=[O:7])[O:4][N:3]1[CH2:8][C:9]1[CH:10]=[CH:11][C:12]([O:13][CH2:14][C:15]2[C:16]([CH3:35])=[C:17]([C:21]3[CH:26]=[CH:25][C:24]([O:27][C:28]([F:33])([F:32])[C:29]([O-:31])=[O:30])=[CH:23][C:22]=3[CH3:34])[CH:18]=[CH:19][CH:20]=2)=[CH:36][CH:37]=1.[Na+:39].[Na+:39], predict the reactants needed to synthesize it. The reactants are: [O:1]=[C:2]1[NH:6][C:5](=[O:7])[O:4][N:3]1[CH2:8][C:9]1[CH:37]=[CH:36][C:12]([O:13][CH2:14][C:15]2[C:16]([CH3:35])=[C:17]([C:21]3[CH:26]=[CH:25][C:24]([O:27][C:28]([F:33])([F:32])[C:29]([OH:31])=[O:30])=[CH:23][C:22]=3[CH3:34])[CH:18]=[CH:19][CH:20]=2)=[CH:11][CH:10]=1.[OH-].[Na+:39]. (8) Given the product [CH3:16][O:17][C:18]1[CH:24]=[CH:23][C:22]([O:25][CH3:26])=[CH:21][C:19]=1[NH:20][C:2]1[C:7]([O:8][CH3:9])=[CH:6][N:5]=[C:4]([C:10]2[CH:15]=[CH:14][CH:13]=[CH:12][N:11]=2)[N:3]=1, predict the reactants needed to synthesize it. The reactants are: Cl[C:2]1[C:7]([O:8][CH3:9])=[CH:6][N:5]=[C:4]([C:10]2[CH:15]=[CH:14][CH:13]=[CH:12][N:11]=2)[N:3]=1.[CH3:16][O:17][C:18]1[CH:24]=[CH:23][C:22]([O:25][CH3:26])=[CH:21][C:19]=1[NH2:20].